Task: Regression/Classification. Given a drug SMILES string, predict its absorption, distribution, metabolism, or excretion properties. Task type varies by dataset: regression for continuous measurements (e.g., permeability, clearance, half-life) or binary classification for categorical outcomes (e.g., BBB penetration, CYP inhibition). Dataset: cyp2d6_veith.. Dataset: CYP2D6 inhibition data for predicting drug metabolism from PubChem BioAssay (1) The compound is COc1ccccc1CNC(=O)CCCn1c(=O)c2ccccc2n(CC(=O)NC2CCCC2)c1=O. The result is 0 (non-inhibitor). (2) The drug is O=C(c1ccco1)N1CCN(c2nc(-c3ccc(F)cc3)cs2)CC1. The result is 0 (non-inhibitor). (3) The compound is O=S(=O)(c1cccc2cnccc12)N1CCCNCC1. The result is 1 (inhibitor). (4) The drug is CCC/C=C(\CCC)C(NC(=O)OCC(C)C)c1ccccc1. The result is 0 (non-inhibitor). (5) The molecule is CC1(C)CC(=O)C(C=NCCN2CCN(C(=S)Nc3ccc(F)cc3)CC2)=C(O)C1. The result is 0 (non-inhibitor). (6) The result is 0 (non-inhibitor). The compound is CCc1nnc(NC=C2C(=O)OC(C)(C)OC2=O)s1. (7) The compound is COc1ccccc1Nc1nc(-c2sc(NC(=O)c3ccccc3)nc2C)cs1. The result is 0 (non-inhibitor).